This data is from Forward reaction prediction with 1.9M reactions from USPTO patents (1976-2016). The task is: Predict the product of the given reaction. (1) Given the reactants Cl.[NH2:2][OH:3].[C:4]([N:6]1[CH2:11][CH2:10][CH:9]([N:12]([CH:31]2[CH2:33][CH2:32]2)[C:13]([C:15]2[CH:16]=[N:17][C:18]([C:21]3[CH:26]=[CH:25][C:24]([S:27]([CH3:30])(=[O:29])=[O:28])=[CH:23][CH:22]=3)=[N:19][CH:20]=2)=[O:14])[CH2:8][CH2:7]1)#[N:5].C(N(C(C)C)C(C)C)C, predict the reaction product. The product is: [CH:31]1([N:12]([CH:9]2[CH2:10][CH2:11][N:6]([C:4](=[NH:5])[NH:2][OH:3])[CH2:7][CH2:8]2)[C:13]([C:15]2[CH:20]=[N:19][C:18]([C:21]3[CH:26]=[CH:25][C:24]([S:27]([CH3:30])(=[O:29])=[O:28])=[CH:23][CH:22]=3)=[N:17][CH:16]=2)=[O:14])[CH2:33][CH2:32]1. (2) Given the reactants C(P(CCCC)CCCC)CCC.CN(C(/N=N/C(N(C)C)=O)=O)C.C([O:29][C:30]1[C:35]([CH3:36])=[C:34]([C:37]2[O:38][C:39]3[CH:45]=[CH:44][C:43](O)=[CH:42][C:40]=3[CH:41]=2)[O:33][C:32](=[O:47])[C:31]=1[CH3:48])(=O)C.[OH:49][CH2:50][C:51]1[CH:52]=[N:53][CH:54]=[N:55][CH:56]=1.[OH-].[Li+].Cl, predict the reaction product. The product is: [CH3:48][C:31]1[C:32](=[O:47])[O:33][C:34]([C:37]2[O:38][C:39]3[CH:45]=[CH:44][C:43]([O:49][CH2:50][C:51]4[CH:52]=[N:53][CH:54]=[N:55][CH:56]=4)=[CH:42][C:40]=3[CH:41]=2)=[C:35]([CH3:36])[C:30]=1[OH:29]. (3) Given the reactants [CH3:1][C@@:2]12[O:14][CH2:13][C:12]3[C:11](OS(C(F)(F)F)(=O)=O)=[CH:10][CH:9]=[CH:8][C:7]=3[C@@H:6]1[CH2:5][N:4]([C:23]([O:25][C:26]([CH3:29])([CH3:28])[CH3:27])=[O:24])[CH2:3]2.C1C=CC(P(C2C(C3C(P(C4C=CC=CC=4)C4C=CC=CC=4)=CC=C4C=3C=CC=C4)=C3C(C=CC=C3)=CC=2)C2C=CC=CC=2)=CC=1.[CH3:76][S-:77].[Na+], predict the reaction product. The product is: [CH3:1][C@@:2]12[O:14][CH2:13][C:12]3[C:11]([S:77][CH3:76])=[CH:10][CH:9]=[CH:8][C:7]=3[C@@H:6]1[CH2:5][N:4]([C:23]([O:25][C:26]([CH3:29])([CH3:28])[CH3:27])=[O:24])[CH2:3]2. (4) The product is: [CH3:11][N:8]1[C:9]2[C:5](=[CH:4][CH:3]=[C:2]([B:15]3[O:19][C:18]([CH3:21])([CH3:20])[C:17]([CH3:23])([CH3:22])[O:16]3)[CH:10]=2)[C:6]([CH3:14])([CH3:13])[C:7]1=[O:12]. Given the reactants Br[C:2]1[CH:10]=[C:9]2[C:5]([C:6]([CH3:14])([CH3:13])[C:7](=[O:12])[N:8]2[CH3:11])=[CH:4][CH:3]=1.[B:15]1([B:15]2[O:19][C:18]([CH3:21])([CH3:20])[C:17]([CH3:23])([CH3:22])[O:16]2)[O:19][C:18]([CH3:21])([CH3:20])[C:17]([CH3:23])([CH3:22])[O:16]1.C([O-])(=O)C.[K+], predict the reaction product.